Dataset: Catalyst prediction with 721,799 reactions and 888 catalyst types from USPTO. Task: Predict which catalyst facilitates the given reaction. Reactant: [N:1]([CH2:4][C:5]1[CH:9]=[C:8]([C:10]2[O:11][CH:12]=[CH:13][CH:14]=2)[O:7][N:6]=1)=[N+]=[N-]. Product: [O:11]1[CH:12]=[CH:13][CH:14]=[C:10]1[C:8]1[O:7][N:6]=[C:5]([CH2:4][NH2:1])[CH:9]=1. The catalyst class is: 19.